From a dataset of Reaction yield outcomes from USPTO patents with 853,638 reactions. Predict the reaction yield, written as a fraction of the theoretical maximum amount of product (1.0 means a 100% yield; for example, 0.34 means a 34% yield). The reactants are [N+:1]([C:4]1[CH:8]=[CH:7][N:6]([CH2:9][C:10]#[C:11][CH2:12][OH:13])[N:5]=1)([O-])=O.CO.NN. The catalyst is C(OCC)(=O)C.[Ni].O. The product is [NH2:1][C:4]1[CH:8]=[CH:7][N:6]([CH2:9][CH2:10][CH2:11][CH2:12][OH:13])[N:5]=1. The yield is 0.980.